Predict the reaction yield, written as a fraction of the theoretical maximum amount of product (1.0 means a 100% yield; for example, 0.34 means a 34% yield). From a dataset of Reaction yield outcomes from USPTO patents with 853,638 reactions. (1) The reactants are [CH3:1][O:2][C:3]1[N:8]=[CH:7][C:6]([OH:9])=[CH:5][CH:4]=1.C([Mg]Cl)(C)C.[Br:15][C:16]1[CH:24]=[CH:23][CH:22]=[C:21]2[C:17]=1[C:18](=[O:36])[C:19](=[O:35])[N:20]2[CH2:25][C:26]1[O:27][C:28]([C:31]([F:34])([F:33])[F:32])=[CH:29][CH:30]=1. The catalyst is O1CCCC1. The product is [Br:15][C:16]1[CH:24]=[CH:23][CH:22]=[C:21]2[C:17]=1[C:18]([OH:36])([C:7]1[C:6]([OH:9])=[CH:5][CH:4]=[C:3]([O:2][CH3:1])[N:8]=1)[C:19](=[O:35])[N:20]2[CH2:25][C:26]1[O:27][C:28]([C:31]([F:33])([F:34])[F:32])=[CH:29][CH:30]=1. The yield is 0.650. (2) The reactants are F[C:2]1[N:29]=[CH:28][C:27]([CH3:30])=[CH:26][C:3]=1[C:4]([C:6]1[N:11]=[C:10]([N:12]2[CH2:18][CH2:17][CH2:16][N:15]([C:19]([O:21][C:22]([CH3:25])([CH3:24])[CH3:23])=[O:20])[CH2:14][CH2:13]2)[CH:9]=[CH:8][CH:7]=1)=[O:5].[OH-].[NH4+:32]. No catalyst specified. The product is [NH2:32][C:2]1[N:29]=[CH:28][C:27]([CH3:30])=[CH:26][C:3]=1[C:4]([C:6]1[N:11]=[C:10]([N:12]2[CH2:18][CH2:17][CH2:16][N:15]([C:19]([O:21][C:22]([CH3:25])([CH3:24])[CH3:23])=[O:20])[CH2:14][CH2:13]2)[CH:9]=[CH:8][CH:7]=1)=[O:5]. The yield is 0.180. (3) The reactants are [F:1][CH:2]([F:18])[O:3][C:4]1[C:9]([C:10]2[CH:11]=[C:12]([OH:16])[CH:13]=[CH:14][CH:15]=2)=[CH:8][C:7]([CH3:17])=[CH:6][N:5]=1.[Br:19]C1C(OC(F)F)=NC=C(CBr)C=1.[OH:32][C:33]1C=C(B(O)O)C=[CH:37][CH:38]=1.C(=O)([O-])[O-].[Na+].[Na+]. The catalyst is C1C=CC(P(C2C=CC=CC=2)[C-]2C=CC=C2)=CC=1.C1C=CC(P(C2C=CC=CC=2)[C-]2C=CC=C2)=CC=1.Cl[Pd]Cl.[Fe+2].C(#N)C.O. The product is [Br:19][CH2:17][C:7]1[CH:8]=[C:9]([C:10]2[CH:15]=[CH:14][CH:13]=[C:12]([O:16][CH:38]3[CH2:33][O:32][CH2:37]3)[CH:11]=2)[C:4]([O:3][CH:2]([F:1])[F:18])=[N:5][CH:6]=1. The yield is 0.910. (4) The reactants are [N+:1]([C:4]1[CH:5]=[C:6]([NH:10][C:11]2[CH:16]=[CH:15][N:14]=[C:13]([C:17]3[NH:21][CH:20]=[C:19]([C:22]([O:24][CH3:25])=[O:23])[CH:18]=3)[CH:12]=2)[CH:7]=[CH:8][CH:9]=1)([O-])=O. The catalyst is CCOC(C)=O.CCO. The product is [NH2:1][C:4]1[CH:5]=[C:6]([NH:10][C:11]2[CH:16]=[CH:15][N:14]=[C:13]([C:17]3[NH:21][CH:20]=[C:19]([C:22]([O:24][CH3:25])=[O:23])[CH:18]=3)[CH:12]=2)[CH:7]=[CH:8][CH:9]=1. The yield is 0.960. (5) The reactants are [CH3:1][O:2][C:3]1[CH:4]=[C:5]([CH:9]2[CH2:11][CH:10]2[C:12]([O:14]CC)=[O:13])[CH:6]=[CH:7][CH:8]=1. The catalyst is [OH-].[Na+].CO. The product is [CH3:1][O:2][C:3]1[CH:4]=[C:5]([CH:9]2[CH2:11][CH:10]2[C:12]([OH:14])=[O:13])[CH:6]=[CH:7][CH:8]=1. The yield is 0.870. (6) The reactants are [NH2:1][C:2]1[CH:15]=[CH:14][C:13]2[N:12]([CH2:16][CH2:17][CH2:18][CH2:19][CH2:20][C:21]([OH:23])=[O:22])[C:11]3[C:6](=[CH:7][CH:8]=[CH:9][CH:10]=3)[C:5](=[O:24])[C:4]=2[CH:3]=1.[C:25](OC(=O)C)(=[O:27])[CH3:26].C(N(C(C)C)CC)(C)C.CCOCC. The catalyst is N1C=CC=CC=1. The product is [C:25]([NH:1][C:2]1[CH:15]=[CH:14][C:13]2[N:12]([CH2:16][CH2:17][CH2:18][CH2:19][CH2:20][C:21]([OH:23])=[O:22])[C:11]3[C:6](=[CH:7][CH:8]=[CH:9][CH:10]=3)[C:5](=[O:24])[C:4]=2[CH:3]=1)(=[O:27])[CH3:26]. The yield is 0.860. (7) The reactants are [C:1]([O:5][C:6]([NH:8][CH2:9][C:10]1([C:15](OC)=[O:16])[CH2:14][CH2:13][CH2:12][CH2:11]1)=[O:7])([CH3:4])([CH3:3])[CH3:2].[H-].C([Al+]CC(C)C)C(C)C.CCOCC. The catalyst is C1COCC1.C(Cl)Cl. The product is [OH:16][CH2:15][C:10]1([CH2:9][NH:8][C:6](=[O:7])[O:5][C:1]([CH3:3])([CH3:2])[CH3:4])[CH2:14][CH2:13][CH2:12][CH2:11]1. The yield is 0.770. (8) The reactants are [H-].[Na+].[C:3]([N:22]1[CH:26]=[C:25]([CH2:27][CH2:28][CH2:29][CH2:30][C:31]2[CH:36]=[CH:35][C:34]([OH:37])=[CH:33][CH:32]=2)[N:24]=[N:23]1)([C:16]1[CH:21]=[CH:20][CH:19]=[CH:18][CH:17]=1)([C:10]1[CH:15]=[CH:14][CH:13]=[CH:12][CH:11]=1)[C:4]1[CH:9]=[CH:8][CH:7]=[CH:6][CH:5]=1.Cl[CH2:39][C:40]1[N:41]=[C:42]([CH:45]=[CH:46][C:47]2[CH:52]=[CH:51][C:50]([S:53]([F:58])([F:57])([F:56])([F:55])[F:54])=[CH:49][CH:48]=2)[O:43][CH:44]=1.O. The catalyst is CN(C)C=O. The product is [F:56][S:53]([F:54])([F:55])([F:57])([F:58])[C:50]1[CH:51]=[CH:52][C:47](/[CH:46]=[CH:45]/[C:42]2[O:43][CH:44]=[C:40]([CH2:39][O:37][C:34]3[CH:33]=[CH:32][C:31]([CH2:30][CH2:29][CH2:28][CH2:27][C:25]4[N:24]=[N:23][N:22]([C:3]([C:4]5[CH:5]=[CH:6][CH:7]=[CH:8][CH:9]=5)([C:16]5[CH:21]=[CH:20][CH:19]=[CH:18][CH:17]=5)[C:10]5[CH:11]=[CH:12][CH:13]=[CH:14][CH:15]=5)[CH:26]=4)=[CH:36][CH:35]=3)[N:41]=2)=[CH:48][CH:49]=1. The yield is 0.650. (9) The catalyst is C(O)C. The yield is 0.680. The product is [Cl:1][C:2]1[CH:3]=[CH:4][C:5]([C:8]([NH:10][C:11]([NH:32][C:31]2[CH:33]=[CH:34][C:28]([O:27][C:18]3[C:17]4[C:22](=[CH:23][C:24]([O:25][CH3:26])=[C:15]([O:14][CH3:13])[CH:16]=4)[N:21]=[CH:20][CH:19]=3)=[C:29]([CH3:36])[C:30]=2[CH3:35])=[S:12])=[O:9])=[CH:6][CH:7]=1. The reactants are [Cl:1][C:2]1[CH:7]=[CH:6][C:5]([C:8]([N:10]=[C:11]=[S:12])=[O:9])=[CH:4][CH:3]=1.[CH3:13][O:14][C:15]1[CH:16]=[C:17]2[C:22](=[CH:23][C:24]=1[O:25][CH3:26])[N:21]=[CH:20][CH:19]=[C:18]2[O:27][C:28]1[CH:34]=[CH:33][C:31]([NH2:32])=[C:30]([CH3:35])[C:29]=1[CH3:36].C1(C)C=CC=CC=1. (10) The reactants are [C:1]1(C2C=CC=CC=2)[CH:6]=[CH:5][C:4]([CH2:7][N:8]([CH2:16][CH2:17][CH2:18][N:19]([CH2:29][C:30]2[CH:35]=[CH:34][C:33](C3C=CC=CC=3)=[CH:32][CH:31]=2)[C:20]([O:22][CH2:23][C:24]2[S:28][CH:27]=[N:26][CH:25]=2)=[O:21])C(=O)OC(C)(C)C)=[CH:3][CH:2]=1.[O:48]1[CH:52]=[CH:51][CH:50]=[C:49]1[CH:53]=O.CC(O)=O. No catalyst specified. The product is [CH2:29]([N:19]([CH2:18][CH2:17][CH2:16][N:8]([CH2:7][C:4]1[CH:3]=[CH:2][CH:1]=[CH:6][CH:5]=1)[CH2:53][C:49]1[O:48][CH:52]=[CH:51][CH:50]=1)[C:20](=[O:21])[O:22][CH2:23][C:24]1[S:28][CH:27]=[N:26][CH:25]=1)[C:30]1[CH:35]=[CH:34][CH:33]=[CH:32][CH:31]=1. The yield is 0.170.